Dataset: Full USPTO retrosynthesis dataset with 1.9M reactions from patents (1976-2016). Task: Predict the reactants needed to synthesize the given product. The reactants are: [CH3:1][O:2][C:3]1[CH:4]=[C:5]2[C:10](=[CH:11][C:12]=1[O:13][CH3:14])[N:9]=[CH:8][CH:7]=[C:6]2[O:15][C:16]1[CH:22]=[CH:21][C:19]([NH2:20])=[C:18]([Cl:23])[CH:17]=1.ClC(Cl)(O[C:28](=[O:34])OC(Cl)(Cl)Cl)Cl.[NH2:36][N:37]1[CH2:42][CH2:41][CH2:40][CH2:39][CH2:38]1.C(=O)(O)[O-].[Na+]. Given the product [CH3:1][O:2][C:3]1[CH:4]=[C:5]2[C:10](=[CH:11][C:12]=1[O:13][CH3:14])[N:9]=[CH:8][CH:7]=[C:6]2[O:15][C:16]1[CH:22]=[CH:21][C:19]([NH:20][C:28]([NH:36][N:37]2[CH2:42][CH2:41][CH2:40][CH2:39][CH2:38]2)=[O:34])=[C:18]([Cl:23])[CH:17]=1, predict the reactants needed to synthesize it.